Predict the reactants needed to synthesize the given product. From a dataset of Full USPTO retrosynthesis dataset with 1.9M reactions from patents (1976-2016). Given the product [CH2:62]([O:63][C:11](=[O:38])[CH2:12][N:13]1[N:19]=[C:18]([CH:20]2[CH2:21][CH2:22][CH2:23][CH2:24][CH2:25]2)[C:17]2[CH:26]=[CH:27][CH:28]=[CH:29][C:16]=2[N:15]([CH2:30][C:31](=[O:36])[C:32]([CH3:34])([CH3:33])[CH3:35])[C:14]1=[O:37])[CH3:61], predict the reactants needed to synthesize it. The reactants are: COC(=O)C1C=CC=C(N[C:11](=[O:38])[CH2:12][N:13]2[N:19]=[C:18]([CH:20]3[CH2:25][CH2:24][CH2:23][CH2:22][CH2:21]3)[C:17]3[CH:26]=[CH:27][CH:28]=[CH:29][C:16]=3[N:15]([CH2:30][C:31](=[O:36])[C:32]([CH3:35])([CH3:34])[CH3:33])[C:14]2=[O:37])C=1.CC(C)(C)C(=O)CN1C2C=CC=CC=2C(C2C=CC=CC=2)=NN([CH2:61][C:62](O)=[O:63])C1=O.C(OC(=O)CSC1C=CC=C(N)C=1)C.C1(C2C3C=CC=CC=3N(CC(=O)C(C)(C)C)C(=O)N(CC(O)=O)N=2)CCCCC1.COC(=O)C1C=CC=C(N)C=1.